Dataset: Forward reaction prediction with 1.9M reactions from USPTO patents (1976-2016). Task: Predict the product of the given reaction. (1) Given the reactants [CH2:1]([Li])[CH2:2][CH2:3][CH3:4].O=O.Br[C:9]1[CH:14]=[CH:13][C:12]([CH3:15])=[C:11]([CH2:16][C:17]2[CH:22]=[CH:21][C:20]([O:23][CH3:24])=[CH:19][CH:18]=2)[CH:10]=1.CON(C)[C:28](=[O:80])[C@H:29]([O:72]CC1C=CC=CC=1)[C@@H:30]([O:64][CH2:65][C:66]1[CH:71]=[CH:70][CH:69]=[CH:68][CH:67]=1)[C@H:31]([O:56][CH2:57][C:58]1[CH:63]=[CH:62][CH:61]=[CH:60][CH:59]=1)[C:32]([OH:55])([CH2:44][O:45][CH2:46][C:47]1[CH:52]=[CH:51][C:50]([O:53][CH3:54])=[CH:49][CH:48]=1)[CH2:33][O:34][CH2:35][C:36]1[CH:41]=[CH:40][C:39]([O:42][CH3:43])=[CH:38][CH:37]=1.[Al].O1C[CH2:86][CH2:85][CH2:84]1, predict the reaction product. The product is: [CH2:1]([O:72][CH:29]1[C@@H:30]([O:64][CH2:65][C:66]2[CH:67]=[CH:68][CH:69]=[CH:70][CH:71]=2)[C@H:31]([O:56][CH2:57][C:58]2[CH:63]=[CH:62][CH:61]=[CH:60][CH:59]=2)[C:32]([CH2:44][O:45][CH2:46][C:47]2[CH:48]=[CH:49][C:50]([O:53][CH3:54])=[CH:51][CH:52]=2)([CH2:33][O:34][CH2:35][C:36]2[CH:37]=[CH:38][C:39]([O:42][CH3:43])=[CH:40][CH:41]=2)[O:55][C:28]1([C:9]1[CH:14]=[CH:13][C:12]([CH3:15])=[C:11]([CH2:16][C:17]2[CH:22]=[CH:21][C:20]([O:23][CH3:24])=[CH:19][CH:18]=2)[CH:10]=1)[OH:80])[C:2]1[CH:86]=[CH:85][CH:84]=[CH:4][CH:3]=1. (2) Given the reactants [C:1]([O:5][C:6]([NH:8][C@H:9]([C:18]([O:20]C)=O)[CH2:10][S:11][C:12]1[CH:17]=[CH:16][CH:15]=[CH:14][CH:13]=1)=[O:7])([CH3:4])([CH3:3])[CH3:2].[OH-].[Li+].[NH:24]1[CH2:29][CH2:28][O:27][CH2:26][CH2:25]1.CCN=C=NCCCN(C)C, predict the reaction product. The product is: [C:1]([O:5][C:6]([NH:8][CH:9]([CH2:10][S:11][C:12]1[CH:13]=[CH:14][CH:15]=[CH:16][CH:17]=1)[C:18]([N:24]1[CH2:29][CH2:28][O:27][CH2:26][CH2:25]1)=[O:20])=[O:7])([CH3:2])([CH3:3])[CH3:4]. (3) The product is: [CH3:12][O:13][C:2]1[CH:3]=[C:4]([OH:11])[CH:5]=[CH:6][C:7]=1[N+:8]([O-:10])=[O:9]. Given the reactants F[C:2]1[CH:3]=[C:4]([OH:11])[CH:5]=[CH:6][C:7]=1[N+:8]([O-:10])=[O:9].[CH3:12][OH:13], predict the reaction product. (4) Given the reactants C[N+]1([O-])CCOCC1.[Si]([C:13]#[N:14])(C)(C)C.[N:15]1[CH:20]=[CH:19][CH:18]=[C:17]2[C:21](=[O:24])[CH2:22][CH2:23][C:16]=12, predict the reaction product. The product is: [OH:24][C:21]1([C:13]#[N:14])[C:17]2[C:16](=[N:15][CH:20]=[CH:19][CH:18]=2)[CH2:23][CH2:22]1. (5) Given the reactants [CH3:1][N:2]1[C:7](=S)[CH2:6][CH2:5][C:4]([N+:15]([O-:17])=[O:16])([C:9]2[CH:14]=[CH:13][N:12]=[CH:11][CH:10]=2)[CH2:3]1.[BH4-].[Na+].O, predict the reaction product. The product is: [CH3:1][N:2]1[CH2:7][CH2:6][CH2:5][C:4]([N+:15]([O-:17])=[O:16])([C:9]2[CH:10]=[CH:11][N:12]=[CH:13][CH:14]=2)[CH2:3]1. (6) Given the reactants [OH:1][C:2]1[CH:7]=[CH:6][C:5]([C:8](=O)[CH2:9][N:10]2[CH:14]=[CH:13][CH:12]=[C:11]2[C:15]([O:17]C)=O)=[CH:4][CH:3]=1.[CH2:20]([NH2:23])[CH2:21][NH2:22], predict the reaction product. The product is: [OH:1][C:2]1[CH:3]=[CH:4][C:5]([C:8]23[NH:23][CH2:20][CH2:21][N:22]2[C:15](=[O:17])[C:11]2[N:10]([CH:14]=[CH:13][CH:12]=2)[CH2:9]3)=[CH:6][CH:7]=1. (7) Given the reactants [C:1]12([CH2:11][C:12]([NH:14][C:15]3[C:24]([CH3:25])=[CH:23][CH:22]=[C:21]4[C:16]=3[CH:17]=[CH:18][C:19](Cl)=[N:20]4)=[O:13])[CH2:10][CH:5]3[CH2:6][CH:7]([CH2:9][CH:3]([CH2:4]3)[CH2:2]1)[CH2:8]2.C(=O)([O-])[O-].[K+].[K+].[NH:33]1[CH2:38][CH2:37][CH:36]([NH:39][C:40](=[O:46])[O:41][C:42]([CH3:45])([CH3:44])[CH3:43])[CH2:35][CH2:34]1.O, predict the reaction product. The product is: [C:1]12([CH2:11][C:12]([NH:14][C:15]3[C:24]([CH3:25])=[CH:23][CH:22]=[C:21]4[C:16]=3[CH:17]=[CH:18][C:19]([N:33]3[CH2:34][CH2:35][CH:36]([NH:39][C:40](=[O:46])[O:41][C:42]([CH3:44])([CH3:43])[CH3:45])[CH2:37][CH2:38]3)=[N:20]4)=[O:13])[CH2:10][CH:5]3[CH2:6][CH:7]([CH2:9][CH:3]([CH2:4]3)[CH2:2]1)[CH2:8]2. (8) Given the reactants C([O:5][C:6]([N:8]1[CH2:12][C@@H:11]([C:13]2[C:21]3[C:16](=[CH:17][CH:18]=[CH:19][CH:20]=3)[NH:15][CH:14]=2)[C@H:10]([C:22]2[C:32]3=[C:33]4[C:28](=CC=C3)[CH2:27][CH2:26][CH2:25][N:24]4[CH:23]=2)[CH2:9]1)=O)(C)(C)C.Cl.O1[CH2:40][CH2:39]OCC1.[CH3:41][CH2:42][N:43](C(C)C)C(C)C.[CH2:50](Cl)Cl, predict the reaction product. The product is: [CH2:42]([NH:43][C:6]([N:8]1[CH2:12][C@@H:11]([C:13]2[C:21]3[C:16](=[CH:17][CH:18]=[CH:19][CH:20]=3)[NH:15][CH:14]=2)[C@H:10]([C:22]2[C:32]3=[C:25]4[C:26](=[CH:27][CH:28]=[CH:33]3)[CH2:40][CH2:39][CH2:50][N:24]4[CH:23]=2)[CH2:9]1)=[O:5])[CH3:41].